This data is from CYP1A2 inhibition data for predicting drug metabolism from PubChem BioAssay. The task is: Regression/Classification. Given a drug SMILES string, predict its absorption, distribution, metabolism, or excretion properties. Task type varies by dataset: regression for continuous measurements (e.g., permeability, clearance, half-life) or binary classification for categorical outcomes (e.g., BBB penetration, CYP inhibition). Dataset: cyp1a2_veith. (1) The drug is CCc1cc2c(=O)n(-c3ccccc3)c(=S)[nH]c2s1. The result is 0 (non-inhibitor). (2) The drug is N#CCCn1c(=O)c(-c2cc(F)cc(F)c2)nc2cnc(Oc3cccc(Cl)c3)nc21. The result is 1 (inhibitor). (3) The molecule is CN1/C(=C\C=[N+](C)c2ccccc2)C(C)(C)c2ccccc21.[I-]. The result is 0 (non-inhibitor). (4) The molecule is Cc1cc(SC(C)C(=O)Nc2c(C)n(C)n(-c3ccccc3)c2=O)nc2ccccc12. The result is 1 (inhibitor). (5) The drug is CC1C(=O)OC2C(O)C34C5CC(C(C)(C)C)C36C(OC(=O)C6O)OC4(C(=O)O5)C12O. The result is 0 (non-inhibitor). (6) The drug is CN1c2ccccc2C(C)(C)C12C=Nc1c(cc(N3CCOCC3)c3ccccc13)O2. The result is 0 (non-inhibitor).